Dataset: Catalyst prediction with 721,799 reactions and 888 catalyst types from USPTO. Task: Predict which catalyst facilitates the given reaction. Reactant: [H-].[Al+3].[Li+].[H-].[H-].[H-].[Cl-].[Al+3].[Cl-].[Cl-].[F:11][C:12]1[CH:20]=[C:19]2[C:15]([C:16](/[CH:21]=[CH:22]/[C:23]3[CH:28]=[CH:27][CH:26]=[C:25]([F:29])[CH:24]=3)=[N:17][NH:18]2)=[CH:14][C:13]=1[C:30]#[N:31].[Cl-].[NH4+]. Product: [F:11][C:12]1[CH:20]=[C:19]2[C:15]([C:16](/[CH:21]=[CH:22]/[C:23]3[CH:28]=[CH:27][CH:26]=[C:25]([F:29])[CH:24]=3)=[N:17][NH:18]2)=[CH:14][C:13]=1[CH2:30][NH2:31]. The catalyst class is: 54.